From a dataset of Forward reaction prediction with 1.9M reactions from USPTO patents (1976-2016). Predict the product of the given reaction. (1) The product is: [CH3:17][C:12]1([CH3:18])[C:13]([CH3:16])([CH3:15])[O:14][B:10]([C:2]2[CH:3]=[CH:4][C:5]([CH2:8][OH:9])=[N:6][CH:7]=2)[O:11]1. Given the reactants Br[C:2]1[CH:3]=[CH:4][C:5]([CH2:8][OH:9])=[N:6][CH:7]=1.[B:10]1([B:10]2[O:14][C:13]([CH3:16])([CH3:15])[C:12]([CH3:18])([CH3:17])[O:11]2)[O:14][C:13]([CH3:16])([CH3:15])[C:12]([CH3:18])([CH3:17])[O:11]1.C([O-])(=O)C.[K+], predict the reaction product. (2) Given the reactants [CH:1]1([C@@H:6]2[NH:11][C:10](=[O:12])[C@H:9]([CH2:13][CH:14]([CH3:16])[CH3:15])[NH:8][CH2:7]2)[CH2:5][CH2:4][CH2:3][CH2:2]1.[F:17][C:18]1[CH:19]=[C:20]([C@@H:25]2[CH2:27][C@H:26]2[C:28](O)=[O:29])[CH:21]=[CH:22][C:23]=1[F:24].C([C@@H]1N(C(=O)/C=C/C2C=CC=CC=2)C[C@H](CC(C)C)NC1=O)C(C)C, predict the reaction product. The product is: [CH:1]1([C@@H:6]2[NH:11][C:10](=[O:12])[C@H:9]([CH2:13][CH:14]([CH3:16])[CH3:15])[N:8]([C:28]([C@@H:26]3[CH2:27][C@H:25]3[C:20]3[CH:21]=[CH:22][C:23]([F:24])=[C:18]([F:17])[CH:19]=3)=[O:29])[CH2:7]2)[CH2:2][CH2:3][CH2:4][CH2:5]1. (3) The product is: [Cl:38][C:39]1[C:44]([C:45]2[C:46]([F:59])([F:58])[C:47](=[CH2:57])[CH2:48][N:49]=2)=[CH:43][CH:42]=[CH:41][N:40]=1. Given the reactants C(NC(C)C)(C)C.C([Li])CCC.ClC1C=CC=CN=1.FC1(F)C(=C)CN(C(OC(C)(C)C)=O)C1=O.[Cl-].[NH4+].[Cl:38][C:39]1[C:44]([C:45](=O)[C:46]([F:59])([F:58])[C:47](=[CH2:57])[CH2:48][NH:49]C(=O)OC(C)(C)C)=[CH:43][CH:42]=[CH:41][N:40]=1.ClC1C(C2(O)C(F)(F)C(=C)CN2C(OC(C)(C)C)=O)=CC=CN=1.Cl, predict the reaction product.